This data is from Catalyst prediction with 721,799 reactions and 888 catalyst types from USPTO. The task is: Predict which catalyst facilitates the given reaction. (1) Reactant: [CH3:1][O:2][C:3]1[CH:4]=[CH:5][C:6]2[O:10][C:9]([NH:11][CH:12]3[CH2:17][CH2:16][NH:15][CH2:14][CH2:13]3)=[N:8][C:7]=2[CH:18]=1.[CH2:19]([O:21][C:22]1[CH:23]=[C:24]([CH:27]=[C:28]([O:31][CH2:32][CH3:33])[C:29]=1[F:30])[CH:25]=O)[CH3:20].C([BH3-])#N.[Na+].C(N(C(C)C)C(C)C)C. Product: [CH2:19]([O:21][C:22]1[CH:23]=[C:24]([CH:27]=[C:28]([O:31][CH2:32][CH3:33])[C:29]=1[F:30])[CH2:25][N:15]1[CH2:16][CH2:17][CH:12]([NH:11][C:9]2[O:10][C:6]3[CH:5]=[CH:4][C:3]([O:2][CH3:1])=[CH:18][C:7]=3[N:8]=2)[CH2:13][CH2:14]1)[CH3:20]. The catalyst class is: 212. (2) Reactant: [CH2:1]([O:4][C@H:5]1[C:13]2[C:8](=[CH:9][C:10]([O:14][CH3:15])=[CH:11][CH:12]=2)[C@@H:7]([NH:16][CH2:17][C@@H:18]([OH:30])[C@@H:19]([NH2:29])[CH2:20][C:21]2[CH:26]=[C:25]([F:27])[CH:24]=[C:23]([F:28])[CH:22]=2)[CH2:6]1)[CH:2]=[CH2:3].[CH2:31]([C@H:35]1[CH2:39][CH2:38][N:37]([C@@H:40]([CH2:44][CH:45]=[CH2:46])[C:41](O)=[O:42])[C:36]1=[O:47])[CH2:32][CH2:33][CH3:34].C(Cl)CCl.C1C=CC2N(O)N=NC=2C=1.CCN(C(C)C)C(C)C. Product: [CH2:1]([O:4][C@H:5]1[C:13]2[C:8](=[CH:9][C:10]([O:14][CH3:15])=[CH:11][CH:12]=2)[C@@H:7]([NH:16][CH2:17][C@@H:18]([OH:30])[C@@H:19]([NH:29][C:41](=[O:42])[C@@H:40]([N:37]2[CH2:38][CH2:39][C@H:35]([CH2:31][CH2:32][CH2:33][CH3:34])[C:36]2=[O:47])[CH2:44][CH:45]=[CH2:46])[CH2:20][C:21]2[CH:22]=[C:23]([F:28])[CH:24]=[C:25]([F:27])[CH:26]=2)[CH2:6]1)[CH:2]=[CH2:3]. The catalyst class is: 3. (3) Reactant: [CH:1]1([N:6]2[C:14]3[CH:13]=[CH:12][NH:11][C:10](=[O:15])[C:9]=3[C:8]([C:16]3[CH:17]=[C:18]([C:21]([NH2:23])=O)[S:19][CH:20]=3)=[N:7]2)[CH2:5][CH2:4][CH2:3][CH2:2]1.FC(F)(F)C(OC(=O)C(F)(F)F)=O.O. Product: [CH:1]1([N:6]2[C:14]3[CH:13]=[CH:12][NH:11][C:10](=[O:15])[C:9]=3[C:8]([C:16]3[CH:17]=[C:18]([C:21]#[N:23])[S:19][CH:20]=3)=[N:7]2)[CH2:2][CH2:3][CH2:4][CH2:5]1. The catalyst class is: 44. (4) Reactant: [C:1]([C:5]1[NH:6][C:7]([C:16]2[CH:21]=[CH:20][C:19]([F:22])=[CH:18][CH:17]=2)=[C:8]([C:10]2[CH:15]=[CH:14][N:13]=[CH:12][CH:11]=2)[N:9]=1)([CH3:4])([CH3:3])[CH3:2].C[OH:24]. Product: [C:1]([C:5]1[NH:6][C:7]([C:16]2[CH:17]=[CH:18][C:19]([F:22])=[CH:20][CH:21]=2)=[C:8]([C:10]2[CH:15]=[CH:14][N+:13]([O-:24])=[CH:12][CH:11]=2)[N:9]=1)([CH3:4])([CH3:2])[CH3:3]. The catalyst class is: 4. (5) Reactant: [CH3:1][O:2][C:3]1[CH:8]=[CH:7][CH:6]=[CH:5][C:4]=1[N:9]1[CH:13]=[CH:12][N:11]=[CH:10]1.[Br:14][CH2:15][CH2:16][CH2:17][CH2:18][CH2:19][CH2:20][CH3:21]. Product: [Br-:14].[CH2:15]([N:11]1[CH:12]=[CH:13][N+:9]([C:4]2[CH:5]=[CH:6][CH:7]=[CH:8][C:3]=2[O:2][CH3:1])=[CH:10]1)[CH2:16][CH2:17][CH2:18][CH2:19][CH2:20][CH3:21]. The catalyst class is: 1. (6) Reactant: [CH2:1]([O:8][C:9]1[CH:14]=[CH:13][C:12](B(O)O)=[CH:11][CH:10]=1)[C:2]1[CH:7]=[CH:6][CH:5]=[CH:4][CH:3]=1.C1C=CC(P(C2C(C3C(P(C4C=CC=CC=4)C4C=CC=CC=4)=CC=C4C=3C=CC=C4)=C3C(C=CC=C3)=CC=2)C2C=CC=CC=2)=CC=1.[C:64]1(=[O:70])[CH2:69][CH2:68][CH2:67][CH:66]=[CH:65]1.C(=O)([O-])O.[Na+]. Product: [CH2:1]([O:8][C:9]1[CH:14]=[CH:13][C:12]([CH:66]2[CH2:67][CH2:68][CH2:69][C:64](=[O:70])[CH2:65]2)=[CH:11][CH:10]=1)[C:2]1[CH:7]=[CH:6][CH:5]=[CH:4][CH:3]=1. The catalyst class is: 38.